From a dataset of CYP2C19 inhibition data for predicting drug metabolism from PubChem BioAssay. Regression/Classification. Given a drug SMILES string, predict its absorption, distribution, metabolism, or excretion properties. Task type varies by dataset: regression for continuous measurements (e.g., permeability, clearance, half-life) or binary classification for categorical outcomes (e.g., BBB penetration, CYP inhibition). Dataset: cyp2c19_veith. (1) The compound is C[C@@]12CCC(=O)C=C1C=C[C@@H]1[C@@H]2CC[C@]2(C)[C@@H]1CC[C@]2(O)CCC(=O)[O-].[K+]. The result is 0 (non-inhibitor). (2) The result is 1 (inhibitor). The molecule is N#CC1=C(N)OC2=C(CC/C2=C\c2ccccc2)C1c1ccccc1. (3) The drug is NCCn1c(=O)c(CCc2ccccc2)nc2cncnc21. The result is 1 (inhibitor). (4) The result is 0 (non-inhibitor). The compound is COc1ccccc1CN1CCC2(CC1)CCN(C(=O)c1cccc(F)c1)CC2.